This data is from Catalyst prediction with 721,799 reactions and 888 catalyst types from USPTO. The task is: Predict which catalyst facilitates the given reaction. Reactant: [CH:1]([C:4]1[CH:8]=[CH:7][NH:6][N:5]=1)([CH3:3])[CH3:2].[OH-].[Na+].[Br:11]Br. Product: [Br:11][C:8]1[C:4]([CH:1]([CH3:3])[CH3:2])=[N:5][NH:6][CH:7]=1. The catalyst class is: 6.